This data is from Human liver microsome stability data. The task is: Regression/Classification. Given a drug SMILES string, predict its absorption, distribution, metabolism, or excretion properties. Task type varies by dataset: regression for continuous measurements (e.g., permeability, clearance, half-life) or binary classification for categorical outcomes (e.g., BBB penetration, CYP inhibition). Dataset: hlm. The compound is CC(C)CC1n2cncc2CN(C2CC2)S1(=O)=O. The result is 0 (unstable in human liver microsomes).